Dataset: Full USPTO retrosynthesis dataset with 1.9M reactions from patents (1976-2016). Task: Predict the reactants needed to synthesize the given product. (1) Given the product [F:1][C:2]1[CH:7]=[CH:6][CH:5]=[CH:4][C:3]=1[C@H:8]1[CH2:13][N:12]([CH2:34][CH:35]([CH3:37])[CH3:36])[C:11](=[O:14])[C@@H:10]([NH:15][C:16](=[O:22])[O:17][C:18]([CH3:19])([CH3:21])[CH3:20])[CH2:9]1, predict the reactants needed to synthesize it. The reactants are: [F:1][C:2]1[CH:7]=[CH:6][CH:5]=[CH:4][C:3]=1[C@H:8]1[CH2:13][NH:12][C:11](=[O:14])[C@@H:10]([NH:15][C:16](=[O:22])[O:17][C:18]([CH3:21])([CH3:20])[CH3:19])[CH2:9]1.C[Si]([N-][Si](C)(C)C)(C)C.[Li+].I[CH2:34][CH:35]([CH3:37])[CH3:36]. (2) Given the product [CH2:16]([C:23]1[CH:28]=[C:27]([CH3:29])[N:26]=[C:25]([NH:15][C@@H:12]2[CH2:13][CH2:14][N:9]([C:7]3[S:6][N:5]=[C:4]([CH3:3])[N:8]=3)[CH2:11]2)[N:24]=1)[C:17]1[CH:18]=[CH:19][CH:20]=[CH:21][CH:22]=1, predict the reactants needed to synthesize it. The reactants are: Cl.Cl.[CH3:3][C:4]1[N:8]=[C:7]([N:9]2[CH2:14][CH2:13][CH:12]([NH2:15])[CH2:11]C2)[S:6][N:5]=1.[CH2:16]([C:23]1[CH:28]=[C:27]([CH3:29])[N:26]=[C:25](Cl)[N:24]=1)[C:17]1[CH:22]=[CH:21][CH:20]=[CH:19][CH:18]=1.C(N(CC)C(C)C)(C)C. (3) Given the product [CH3:14][C:15]1[N:16]([C:2]2[CH:3]=[C:4]([CH:7]=[C:8]([C:10]([F:13])([F:12])[F:11])[CH:9]=2)[C:5]#[N:6])[CH:17]=[CH:18][N:19]=1, predict the reactants needed to synthesize it. The reactants are: F[C:2]1[CH:3]=[C:4]([CH:7]=[C:8]([C:10]([F:13])([F:12])[F:11])[CH:9]=1)[C:5]#[N:6].[CH3:14][C:15]1[NH:16][CH:17]=[CH:18][N:19]=1. (4) Given the product [CH3:10][N:5]([CH2:6][CH2:7][CH2:8][NH:9][C:13]1[C:21](=[O:22])[C:17]2[N:18]=[CH:19][S:20][C:16]=2[C:15](=[O:23])[CH:14]=1)[CH2:4][CH2:3][CH2:2][NH:1][C:13]1[C:21](=[O:22])[C:17]2[N:18]=[CH:19][S:20][C:16]=2[C:15](=[O:23])[CH:14]=1, predict the reactants needed to synthesize it. The reactants are: [NH2:1][CH2:2][CH2:3][CH2:4][N:5]([CH3:10])[CH2:6][CH2:7][CH2:8][NH2:9].CO[C:13]1[C:21](=[O:22])[C:17]2[N:18]=[CH:19][S:20][C:16]=2[C:15](=[O:23])[CH:14]=1. (5) Given the product [F:12][C:5]1[CH:4]=[C:3]([C:1](=[NH:2])[NH:13][OH:14])[CH:11]=[CH:10][C:6]=1[C:7]([OH:9])=[O:8], predict the reactants needed to synthesize it. The reactants are: [C:1]([C:3]1[CH:11]=[CH:10][C:6]([C:7]([OH:9])=[O:8])=[C:5]([F:12])[CH:4]=1)#[N:2].[NH2:13][OH:14].Cl.C([O-])([O-])=O.[K+].[K+]. (6) Given the product [F:1][C:2]([F:29])([F:28])[C:3]1[CH:4]=[C:5]([NH:13][C:14]([C:15]2[CH:20]=[C:19]([C:32]3[CH:33]=[CH:34][C:35]([C:37]([F:40])([F:39])[F:38])=[CH:36][C:31]=3[Cl:30])[CH:18]=[CH:17][C:16]=2[NH:22][S:23]([CH3:26])(=[O:25])=[O:24])=[O:27])[CH:6]=[C:7]([C:9]([F:12])([F:11])[F:10])[CH:8]=1, predict the reactants needed to synthesize it. The reactants are: [F:1][C:2]([F:29])([F:28])[C:3]1[CH:4]=[C:5]([NH:13][C:14](=[O:27])[C:15]2[CH:20]=[C:19](Br)[CH:18]=[CH:17][C:16]=2[NH:22][S:23]([CH3:26])(=[O:25])=[O:24])[CH:6]=[C:7]([C:9]([F:12])([F:11])[F:10])[CH:8]=1.[Cl:30][C:31]1[CH:36]=[C:35]([C:37]([F:40])([F:39])[F:38])[CH:34]=[CH:33][C:32]=1B(O)O.C([O-])([O-])=O.[Na+].[Na+].